The task is: Predict the reaction yield, written as a fraction of the theoretical maximum amount of product (1.0 means a 100% yield; for example, 0.34 means a 34% yield).. This data is from Reaction yield outcomes from USPTO patents with 853,638 reactions. The reactants are Cl[C:2]1[C:11]2[C:6](=[CH:7][CH:8]=[C:9]([C:12]([O:14]C)=[O:13])[CH:10]=2)[N:5]=[C:4]([C:16]([F:19])([F:18])[F:17])[CH:3]=1.C(=O)([O-])[O-].[Cs+].[Cs+].[OH:26][C@@H:27]1[CH2:31][CH2:30][NH:29][CH2:28]1.CN(C)C=O. The catalyst is [Cl-].[Na+].O.C([O-])(=O)C.[Pd+2].C([O-])(=O)C.C1C=CC(P(C2C(C3C(P(C4C=CC=CC=4)C4C=CC=CC=4)=CC=C4C=3C=CC=C4)=C3C(C=CC=C3)=CC=2)C2C=CC=CC=2)=CC=1. The product is [OH:26][C@@H:27]1[CH2:31][CH2:30][N:29]([C:2]2[C:11]3[C:6](=[CH:7][CH:8]=[C:9]([C:12]([OH:14])=[O:13])[CH:10]=3)[N:5]=[C:4]([C:16]([F:19])([F:18])[F:17])[CH:3]=2)[CH2:28]1. The yield is 0.600.